From a dataset of Antibody developability classification from SAbDab with 2,409 antibodies. Regression/Classification. Given an antibody's heavy chain and light chain sequences, predict its developability. TAP uses regression for 5 developability metrics; SAbDab uses binary classification. (1) Result: 0 (not developable). The antibody is ['ALLESGGGLVKPGGSLKLSCTASGITFSRYIMSWVRQIPEKRLEWVASISSGGITYYPDSVAGRFTISRDNVRNILYLQMSSLRSEDTALYYCARGQGRPYWGQGTLVTVSA', 'AALTQSPVSNPVTLGTSASISCRSTKSLLHSNGITYLYWYLQKPGQSPQLLIYQMSNLASGVPNRFSSSGSGTDFTLRINTVEAEDVGVYYCAQNLELPPTFGAGTKLELK']. (2) The antibody is ['EVQLVESGGGLAQPGESLRLSCAASGFNFYTYAMTWVRQAPGKGLEWVSASSSTDGTTYYADSVKGRFTISRDNSKNILYLQMNSLKAEDTATYYCARAVVFTDSSAYYYSKYFDYWSQGTLVTVSS', 'SYELTQPPSVSVSPGQAATITCSGDKLGDKYVSWYQQRPGQSPLLVVYQDNKRPSGIPERISGSNSGNTATLTIRGTRAMDEADYYCQAWDSSTDVVFGGGTKLTVL']. Result: 0 (not developable).